From a dataset of Full USPTO retrosynthesis dataset with 1.9M reactions from patents (1976-2016). Predict the reactants needed to synthesize the given product. Given the product [CH3:1][O:2][C:3]([C:5]1([O:8][C:9]2[CH:10]=[N:11][C:12]([OH:15])=[CH:13][CH:14]=2)[CH2:7][CH2:6]1)=[O:4], predict the reactants needed to synthesize it. The reactants are: [CH3:1][O:2][C:3]([C:5]1([O:8][C:9]2[CH:10]=[N:11][C:12]([O:15]CC3C=CC=CC=3)=[CH:13][CH:14]=2)[CH2:7][CH2:6]1)=[O:4].